This data is from Peptide-MHC class II binding affinity with 134,281 pairs from IEDB. The task is: Regression. Given a peptide amino acid sequence and an MHC pseudo amino acid sequence, predict their binding affinity value. This is MHC class II binding data. (1) The peptide sequence is KKSAHGSPTFWMGSH. The MHC is DRB3_0301 with pseudo-sequence DRB3_0301. The binding affinity (normalized) is 0. (2) The peptide sequence is MYRELLELVAADVES. The MHC is DRB1_0802 with pseudo-sequence DRB1_0802. The binding affinity (normalized) is 0. (3) The peptide sequence is MAVHQYTVALFLAVA. The MHC is DRB1_0701 with pseudo-sequence DRB1_0701. The binding affinity (normalized) is 0.610. (4) The peptide sequence is NKICTSKGDSARVTV. The MHC is DRB4_0101 with pseudo-sequence DRB4_0103. The binding affinity (normalized) is 0.501. (5) The MHC is DRB1_0401 with pseudo-sequence DRB1_0401. The peptide sequence is VNFFRMVISNPAAT. The binding affinity (normalized) is 0.686.